This data is from Forward reaction prediction with 1.9M reactions from USPTO patents (1976-2016). The task is: Predict the product of the given reaction. (1) Given the reactants Cl[C:2]1[N:7]=[C:6]([Cl:8])[N:5]=[C:4]2[N:9]([CH:12]([CH3:14])[CH3:13])[N:10]=[CH:11][C:3]=12.ClC1N=C(I)N=C2C=1N=CN2C(C)C.[NH2:29][CH2:30][CH2:31][C:32]1[CH:37]=[CH:36][C:35]([OH:38])=[CH:34][CH:33]=1, predict the reaction product. The product is: [Cl:8][C:6]1[N:5]=[C:4]2[N:9]([CH:12]([CH3:14])[CH3:13])[N:10]=[CH:11][C:3]2=[C:2]([NH:29][CH2:30][CH2:31][C:32]2[CH:37]=[CH:36][C:35]([OH:38])=[CH:34][CH:33]=2)[N:7]=1. (2) Given the reactants [Br:1][C:2]1[CH:3]=[N:4][C:5](Cl)=[N:6][CH:7]=1.Cl.[F:10][C:11]1([F:15])[CH2:14][NH:13][CH2:12]1, predict the reaction product. The product is: [Br:1][C:2]1[CH:3]=[N:4][C:5]([N:13]2[CH2:14][C:11]([F:15])([F:10])[CH2:12]2)=[N:6][CH:7]=1. (3) Given the reactants [Li]C(C)(C)C.[O:6]([S:14]([C:17]([F:20])([F:19])[F:18])(=[O:16])=[O:15])[S:7]([C:10]([F:13])([F:12])[F:11])(=[O:9])=[O:8].C([C:25]1[C:30]([F:31])=[C:29]([F:32])[C:28]([CH:33]([S:41]([C:44]([F:47])([F:46])[F:45])(=[O:43])=[O:42])[S:34]([C:37]([F:40])([F:39])[F:38])(=[O:36])=[O:35])=[C:27]([F:48])[C:26]=1[F:49])(C)(C)C, predict the reaction product. The product is: [F:48][C:27]1[C:28]([CH:33]([S:41]([C:44]([F:45])([F:46])[F:47])(=[O:42])=[O:43])[S:34]([C:37]([F:39])([F:40])[F:38])(=[O:35])=[O:36])=[C:29]([F:32])[C:30]([F:31])=[C:25]([F:11])[C:26]=1[F:49].[O:6]([S:7]([C:10]([F:13])([F:11])[F:12])(=[O:9])=[O:8])[S:14]([C:17]([F:20])([F:19])[F:18])(=[O:16])=[O:15]. (4) Given the reactants Cl[C:2]1[N:30]=[C:29]([O:31][CH2:32][CH3:33])[CH:28]=[CH:27][C:3]=1[C:4]([NH:6][CH2:7][CH2:8][NH:9][C:10]([C:12]1[C:13]([C:23]([F:26])([F:25])[F:24])=[N:14][N:15]([C:17]2[CH:22]=[CH:21][CH:20]=[CH:19][CH:18]=2)[CH:16]=1)=[O:11])=[O:5].[CH3:34][N:35](C=O)C, predict the reaction product. The product is: [C:34]([C:2]1[N:30]=[C:29]([O:31][CH2:32][CH3:33])[CH:28]=[CH:27][C:3]=1[C:4]([NH:6][CH2:7][CH2:8][NH:9][C:10]([C:12]1[C:13]([C:23]([F:26])([F:25])[F:24])=[N:14][N:15]([C:17]2[CH:22]=[CH:21][CH:20]=[CH:19][CH:18]=2)[CH:16]=1)=[O:11])=[O:5])#[N:35]. (5) Given the reactants C1[O:3]C1.[OH:4][C:5]1[CH:10]=[CH:9][C:8]([C:11]([C:14]2[CH:19]=[CH:18][C:17]([OH:20])=[CH:16][CH:15]=2)([CH3:13])[CH3:12])=[CH:7][CH:6]=1.BrC1[C:37]([OH:40])=[C:38](Br)[C:39](Br)=C(C(C2[CH:39]=[CH:38][C:37]([OH:40])=CC=2)(C)C)C=1Br.[CH2:42]1[O:45][CH:43]1[CH3:44], predict the reaction product. The product is: [CH2:44]([O:4][C:5]1[CH:6]=[CH:7][C:8]([C:11]([C:14]2[CH:15]=[CH:16][C:17]([O:20][CH2:39][CH:38]3[O:40][CH2:37]3)=[CH:18][CH:19]=2)([CH3:13])[CH3:12])=[CH:9][CH:10]=1)[CH:43]1[O:45][CH2:42]1.[C:17]([OH:20])(=[O:3])[CH:18]=[CH2:19]. (6) Given the reactants Br[C:2]1[CH:3]=[CH:4][C:5]2[O:6][CH2:7][CH2:8][N:9]([S:12]([C:15]3[CH:16]=[C:17]([CH3:21])[CH:18]=[CH:19][CH:20]=3)(=[O:14])=[O:13])[C:10]=2[N:11]=1.N1[C:35]2[C:26](=[CH:27][CH:28]=[C:29]3[C:34]=2N=CC=C3)[CH:25]=[CH:24]C=1.C([O-])([O-])=[O:37].[Cs+].[Cs+], predict the reaction product. The product is: [C:26]1([CH:25]([O:37][C:2]2[CH:3]=[CH:4][C:5]3[O:6][CH2:7][CH2:8][N:9]([S:12]([C:15]4[CH:16]=[C:17]([CH3:21])[CH:18]=[CH:19][CH:20]=4)(=[O:14])=[O:13])[C:10]=3[N:11]=2)[CH3:24])[CH:35]=[CH:34][CH:29]=[CH:28][CH:27]=1.